This data is from Forward reaction prediction with 1.9M reactions from USPTO patents (1976-2016). The task is: Predict the product of the given reaction. (1) Given the reactants [F:1][C:2]1[C:15]2[C:14](=[O:16])[C:13]3[C:8](=[CH:9][CH:10]=[CH:11][CH:12]=3)[S:7][C:6]=2[C:5]([O:17][CH2:18][C:19]([OH:21])=[O:20])=[CH:4][CH:3]=1.C(#N)C.[OH:25][CH2:26][CH2:27][CH2:28][CH2:29][O:30][C:31](=[O:34])[CH:32]=[CH2:33].[CH2:35](OCC1OC1)[CH:36]1[O:38][CH2:37]1, predict the reaction product. The product is: [F:1][C:2]1[C:15]2[C:14](=[O:16])[C:13]3[C:8](=[CH:9][CH:10]=[CH:11][CH:12]=3)[S:7][C:6]=2[C:5]([O:17][CH2:18][C:19]([O:21][CH2:35][CH:36]([OH:38])[CH2:37][O:25][CH2:26][CH2:27][CH2:28][CH2:29][O:30][C:31](=[O:34])[CH:32]=[CH2:33])=[O:20])=[CH:4][CH:3]=1. (2) Given the reactants Br[C:2]1[C:7]([C:8]([F:11])([F:10])[F:9])=[CH:6][C:5]([NH:12][C:13]2[N:17]=[C:16]([NH2:18])[NH:15][N:14]=2)=[CH:4][C:3]=1[Cl:19].CN1C(C)(C)CC(SC2C=CC(B3OC(C)(C)C(C)(C)O3)=CC=2)CC1(C)C.[CH:47]1([NH:50][S:51]([C:54]2[CH:59]=[CH:58][C:57](B(O)O)=[CH:56][CH:55]=2)(=[O:53])=[O:52])[CH2:49][CH2:48]1.C([O-])([O-])=O.[K+].[K+], predict the reaction product. The product is: [NH2:18][C:16]1[NH:15][N:14]=[C:13]([NH:12][C:5]2[CH:6]=[C:7]([C:8]([F:11])([F:10])[F:9])[C:2]([C:57]3[CH:58]=[CH:59][C:54]([S:51]([NH:50][CH:47]4[CH2:49][CH2:48]4)(=[O:53])=[O:52])=[CH:55][CH:56]=3)=[C:3]([Cl:19])[CH:4]=2)[N:17]=1. (3) Given the reactants [CH2:1]([N:8]1[CH:16]=[N:15][C:14]2[C:9]1=[N:10][CH:11]=[N:12][CH:13]=2)[C:2]1[CH:7]=[CH:6][CH:5]=[CH:4][CH:3]=1.[Br:17]NC(=O)CCC(N)=O, predict the reaction product. The product is: [CH2:1]([N:8]1[C:16]([Br:17])=[N:15][C:14]2[C:9]1=[N:10][CH:11]=[N:12][CH:13]=2)[C:2]1[CH:3]=[CH:4][CH:5]=[CH:6][CH:7]=1. (4) Given the reactants [OH-].[Na+].[CH2:3]([N:5]([CH2:25][CH3:26])[CH2:6][CH2:7][N:8]1[C:17]2[C:12](=[CH:13][C:14]([NH:18]C(=O)C(F)(F)F)=[CH:15][CH:16]=2)[CH2:11][CH2:10][CH2:9]1)[CH3:4], predict the reaction product. The product is: [CH2:25]([N:5]([CH2:3][CH3:4])[CH2:6][CH2:7][N:8]1[C:17]2[C:12](=[CH:13][C:14]([NH2:18])=[CH:15][CH:16]=2)[CH2:11][CH2:10][CH2:9]1)[CH3:26].